From a dataset of Catalyst prediction with 721,799 reactions and 888 catalyst types from USPTO. Predict which catalyst facilitates the given reaction. (1) Reactant: [CH3:1][C:2]1([C:9]2[CH:14]=[CH:13][CH:12]=[CH:11][CH:10]=2)[CH2:7][CH2:6][CH2:5][CH2:4][C:3]1=[O:8].[Br:15]Br. Product: [Br:15][CH:4]1[C:3](=[O:8])[C:2]([CH3:1])([C:9]2[CH:10]=[CH:11][CH:12]=[CH:13][CH:14]=2)[CH2:7][CH2:6][CH2:5]1. The catalyst class is: 22. (2) Reactant: [Br:1][C:2]1[N:7]=[CH:6][C:5]([CH:8]([OH:18])[CH2:9][O:10][Si:11]([C:14]([CH3:17])([CH3:16])[CH3:15])([CH3:13])[CH3:12])=[CH:4][CH:3]=1.N1C(C)=CC=CC=1C.FC(F)(F)S(O[Si:33]([C:36]([CH3:39])([CH3:38])[CH3:37])([CH3:35])[CH3:34])(=O)=O.C(=O)([O-])O.[Na+]. Product: [Si:33]([O:18][CH:8]([C:5]1[CH:4]=[CH:3][C:2]([Br:1])=[N:7][CH:6]=1)[CH2:9][O:10][Si:11]([C:14]([CH3:15])([CH3:17])[CH3:16])([CH3:13])[CH3:12])([C:36]([CH3:39])([CH3:38])[CH3:37])([CH3:35])[CH3:34]. The catalyst class is: 4. (3) Reactant: [CH:1]1([C:7]([NH2:39])(C(OC(C)(C)C)=O)[CH2:8][CH2:9][N:10]2[CH2:15][CH2:14][CH:13]([N:16]([CH2:30][CH3:31])[C:17](=[O:29])[CH2:18][C:19]3[CH:24]=[CH:23][C:22]([S:25]([CH3:28])(=[O:27])=[O:26])=[CH:21][CH:20]=3)[CH2:12][CH2:11]2)[CH2:6][CH2:5][CH2:4][CH2:3][CH2:2]1. Product: [CH:1]1([CH:7]([NH2:39])[CH2:8][CH2:9][N:10]2[CH2:11][CH2:12][CH:13]([N:16]([CH2:30][CH3:31])[C:17](=[O:29])[CH2:18][C:19]3[CH:24]=[CH:23][C:22]([S:25]([CH3:28])(=[O:26])=[O:27])=[CH:21][CH:20]=3)[CH2:14][CH2:15]2)[CH2:6][CH2:5][CH2:4][CH2:3][CH2:2]1. The catalyst class is: 55.